Dataset: Forward reaction prediction with 1.9M reactions from USPTO patents (1976-2016). Task: Predict the product of the given reaction. (1) Given the reactants F[C:2]1[CH:3]=[C:4]([CH2:9][C@H:10]([NH:14][C:15](=[O:24])OCC2C=CC=CC=2)[C@H:11]2[CH2:13][O:12]2)[CH:5]=[C:6](F)[CH:7]=1.[CH3:25][O:26][C:27]1[CH:36]=[C:35]2[C:30](CCC[CH:34]2[NH2:37])=[CH:29][CH:28]=1.C(N(CCC)[C:42]([C:44]1[CH:45]=[C:46]([CH:50]=[C:51]([CH2:53]C)[CH:52]=1)C(O)=O)=O)CC, predict the reaction product. The product is: [CH2:9]([C@H:10]([NH:14][C:15](=[O:24])[C:46]1[CH:50]=[C:51]([CH3:53])[CH:52]=[C:44]([CH3:42])[CH:45]=1)[C@H:11]([OH:12])[CH2:13][NH:37][CH2:34][C:35]1[CH:30]=[CH:29][CH:28]=[C:27]([O:26][CH3:25])[CH:36]=1)[C:4]1[CH:3]=[CH:2][CH:7]=[CH:6][CH:5]=1. (2) Given the reactants FC(F)(F)C(O)=O.[S:8]1[C:12]2[CH:13]=[CH:14][CH:15]=[CH:16][C:11]=2[N:10]=[C:9]1[S:17]([N:20]1[CH2:25][CH2:24][NH:23][CH2:22][C:21]1=[O:26])(=[O:19])=[O:18].[CH2:27]([O:37][C:38]([NH:40][C:41]1[CH:46]=[CH:45][N:44]([CH2:47][C:48](O)=[O:49])[C:43](=[O:51])[N:42]=1)=[O:39])[C:28]1[CH:36]=[CH:35][C:34]2[O:33][CH2:32][O:31][C:30]=2[CH:29]=1, predict the reaction product. The product is: [S:8]1[C:12]2[CH:13]=[CH:14][CH:15]=[CH:16][C:11]=2[N:10]=[C:9]1[S:17]([N:20]1[CH2:25][CH2:24][N:23]([C:48](=[O:49])[CH2:47][N:44]2[CH:45]=[CH:46][C:41]([NH:40][C:38]([O:37][CH2:27][C:28]3[CH:36]=[CH:35][C:34]4[O:33][CH2:32][O:31][C:30]=4[CH:29]=3)=[O:39])=[N:42][C:43]2=[O:51])[CH2:22][C:21]1=[O:26])(=[O:19])=[O:18]. (3) Given the reactants ClC(Cl)(O[C:5](=[O:11])OC(Cl)(Cl)Cl)Cl.Cl.[Br:14][C:15]1[CH:20]=[C:19]([CH3:21])[C:18]([C:22]2[CH:23]=[C:24]3[N:32]4[C:27](=[CH:28][C:29]([CH3:33])=[N:30][C:31]=24)[N:26]([CH:34]([CH2:38][CH2:39][CH3:40])[CH2:35][CH2:36][CH3:37])[C:25]3=[NH:41])=[C:17]([CH3:42])[CH:16]=1.C([N:46](CC)C(C)C)(C)C.N, predict the reaction product. The product is: [Br:14][C:15]1[CH:20]=[C:19]([CH3:21])[C:18]([C:22]2[CH:23]=[C:24]3[N:32]4[C:27](=[CH:28][C:29]([CH3:33])=[N:30][C:31]=24)[N:26]([CH:34]([CH2:38][CH2:39][CH3:40])[CH2:35][CH2:36][CH3:37])[C:25]3=[N:41][C:5]([NH2:46])=[O:11])=[C:17]([CH3:42])[CH:16]=1. (4) Given the reactants [H-].[Na+].[CH3:3][O:4][CH:5]([O:9][CH3:10])[CH:6]([OH:8])[CH3:7].Cl.[N:12]1[CH:17]=[CH:16][CH:15]=[CH:14][C:13]=1[CH2:18]Cl.C(OCC)C, predict the reaction product. The product is: [CH3:3][O:4][CH:5]([O:9][CH3:10])[CH:6]([CH3:7])[O:8][CH2:18][C:13]1[CH:14]=[CH:15][CH:16]=[CH:17][N:12]=1. (5) The product is: [Cl:29][C:26]1[CH:27]=[N:28][C:23]([N:20]2[CH2:19][CH2:18][CH:17]([C@H:15]3[CH2:16][C@H:14]3[CH2:13][CH2:12][NH:44][C:41]3[C:40]([CH3:59])=[CH:39][C:38]([NH2:37])=[CH:43][N:42]=3)[CH2:22][CH2:21]2)=[N:24][CH:25]=1. Given the reactants CC1C=CC(S(O[CH2:12][CH2:13][C@@H:14]2[CH2:16][C@@H:15]2[CH:17]2[CH2:22][CH2:21][N:20]([C:23]3[N:28]=[CH:27][C:26]([Cl:29])=[CH:25][N:24]=3)[CH2:19][CH2:18]2)(=O)=O)=CC=1.C(OC([NH:37][C:38]1[CH:39]=[C:40]([CH3:59])[C:41]([N:44](C(OC(C)(C)C)=O)C(OC(C)(C)C)=O)=[N:42][CH:43]=1)=O)(C)(C)C, predict the reaction product.